This data is from Catalyst prediction with 721,799 reactions and 888 catalyst types from USPTO. The task is: Predict which catalyst facilitates the given reaction. Reactant: Cl[C:2]1[N:7]=[C:6]([O:8][CH2:9][C:10]([F:13])([F:12])[F:11])[N:5]=[C:4]([NH:14][C:15]2[CH:27]=[CH:26][C:18]([C:19]([O:21][C:22]([CH3:25])([CH3:24])[CH3:23])=[O:20])=[CH:17][CH:16]=2)[N:3]=1.[NH2:28][CH2:29][C:30]1[CH:36]=[CH:35][C:33]([NH2:34])=[CH:32][CH:31]=1. Product: [NH2:34][C:33]1[CH:35]=[CH:36][C:30]([CH2:29][NH:28][C:2]2[N:7]=[C:6]([O:8][CH2:9][C:10]([F:13])([F:12])[F:11])[N:5]=[C:4]([NH:14][C:15]3[CH:27]=[CH:26][C:18]([C:19]([O:21][C:22]([CH3:25])([CH3:24])[CH3:23])=[O:20])=[CH:17][CH:16]=3)[N:3]=2)=[CH:31][CH:32]=1. The catalyst class is: 76.